Dataset: NCI-60 drug combinations with 297,098 pairs across 59 cell lines. Task: Regression. Given two drug SMILES strings and cell line genomic features, predict the synergy score measuring deviation from expected non-interaction effect. (1) Synergy scores: CSS=26.6, Synergy_ZIP=-0.897, Synergy_Bliss=6.33, Synergy_Loewe=-2.06, Synergy_HSA=5.54. Drug 2: C1CCC(C(C1)N)N.C(=O)(C(=O)[O-])[O-].[Pt+4]. Drug 1: CC(C1=C(C=CC(=C1Cl)F)Cl)OC2=C(N=CC(=C2)C3=CN(N=C3)C4CCNCC4)N. Cell line: NCI/ADR-RES. (2) Drug 1: C1=CC(=CC=C1CC(C(=O)O)N)N(CCCl)CCCl.Cl. Drug 2: C1C(C(OC1N2C=NC3=C(N=C(N=C32)Cl)N)CO)O. Cell line: HL-60(TB). Synergy scores: CSS=61.6, Synergy_ZIP=6.16, Synergy_Bliss=7.75, Synergy_Loewe=-1.19, Synergy_HSA=6.88. (3) Drug 1: CC1OCC2C(O1)C(C(C(O2)OC3C4COC(=O)C4C(C5=CC6=C(C=C35)OCO6)C7=CC(=C(C(=C7)OC)O)OC)O)O. Drug 2: CC(C)(C#N)C1=CC(=CC(=C1)CN2C=NC=N2)C(C)(C)C#N. Cell line: SK-MEL-2. Synergy scores: CSS=18.6, Synergy_ZIP=-11.5, Synergy_Bliss=-4.37, Synergy_Loewe=-5.29, Synergy_HSA=-3.33. (4) Synergy scores: CSS=8.88, Synergy_ZIP=-2.29, Synergy_Bliss=3.77, Synergy_Loewe=1.92, Synergy_HSA=3.16. Drug 1: CC1=C(N=C(N=C1N)C(CC(=O)N)NCC(C(=O)N)N)C(=O)NC(C(C2=CN=CN2)OC3C(C(C(C(O3)CO)O)O)OC4C(C(C(C(O4)CO)O)OC(=O)N)O)C(=O)NC(C)C(C(C)C(=O)NC(C(C)O)C(=O)NCCC5=NC(=CS5)C6=NC(=CS6)C(=O)NCCC[S+](C)C)O. Cell line: PC-3. Drug 2: CC(C)(C#N)C1=CC(=CC(=C1)CN2C=NC=N2)C(C)(C)C#N. (5) Drug 1: CN1CCC(CC1)COC2=C(C=C3C(=C2)N=CN=C3NC4=C(C=C(C=C4)Br)F)OC. Drug 2: C(CN)CNCCSP(=O)(O)O. Cell line: ACHN. Synergy scores: CSS=21.6, Synergy_ZIP=-7.01, Synergy_Bliss=4.44, Synergy_Loewe=-13.1, Synergy_HSA=5.47. (6) Drug 1: C1CCC(CC1)NC(=O)N(CCCl)N=O. Drug 2: C1=CC(=CC=C1CCCC(=O)O)N(CCCl)CCCl. Cell line: NCI-H522. Synergy scores: CSS=29.2, Synergy_ZIP=-3.77, Synergy_Bliss=-0.783, Synergy_Loewe=3.49, Synergy_HSA=4.67. (7) Synergy scores: CSS=6.88, Synergy_ZIP=5.23, Synergy_Bliss=4.78, Synergy_Loewe=3.30, Synergy_HSA=4.39. Drug 1: CC1CCC2CC(C(=CC=CC=CC(CC(C(=O)C(C(C(=CC(C(=O)CC(OC(=O)C3CCCCN3C(=O)C(=O)C1(O2)O)C(C)CC4CCC(C(C4)OC)O)C)C)O)OC)C)C)C)OC. Cell line: NCI-H522. Drug 2: C1C(C(OC1N2C=NC(=NC2=O)N)CO)O.